From a dataset of Catalyst prediction with 721,799 reactions and 888 catalyst types from USPTO. Predict which catalyst facilitates the given reaction. (1) Reactant: [NH2:1][C@:2]1([CH2:18][OH:19])[CH2:6][CH2:5][C@H:4]([C:7]2[CH:8]=[C:9]3[C:14](=[CH:15][CH:16]=2)[CH2:13][CH:12]([OH:17])[CH2:11][CH2:10]3)[CH2:3]1.[O:20](C(OC(C)(C)C)=O)[C:21]([O:23][C:24]([CH3:27])([CH3:26])[CH3:25])=O.C(N(CC)CC)C. Product: [OH:17][CH:12]1[CH2:11][CH2:10][C:9]2[CH:8]=[C:7]([C@H:4]3[CH2:5][CH2:6][C@:2]([NH:1][C:21](=[O:20])[O:23][C:24]([CH3:27])([CH3:26])[CH3:25])([CH2:18][OH:19])[CH2:3]3)[CH:16]=[CH:15][C:14]=2[CH2:13]1. The catalyst class is: 2. (2) Reactant: [CH3:1][C:2]1[CH:3]=[CH:4][C:5]([N+:10]([O-])=O)=[C:6]([O:8][CH3:9])[CH:7]=1. Product: [CH3:9][O:8][C:6]1[CH:7]=[C:2]([CH3:1])[CH:3]=[CH:4][C:5]=1[NH2:10]. The catalyst class is: 457. (3) Reactant: [O:1]=[C:2]1[CH2:7][CH2:6][CH2:5][CH2:4][N:3]1[C:8]([O:10][C:11]([CH3:14])([CH3:13])[CH3:12])=[O:9].C[Si]([N-][Si](C)(C)C)(C)C.[Na+].C1C=CC(S(N(S(C2C=CC=CC=2)(=O)=O)[F:35])(=O)=O)=CC=1. Product: [F:35][CH:7]1[CH2:6][CH2:5][CH2:4][N:3]([C:8]([O:10][C:11]([CH3:14])([CH3:13])[CH3:12])=[O:9])[C:2]1=[O:1]. The catalyst class is: 7.